This data is from Full USPTO retrosynthesis dataset with 1.9M reactions from patents (1976-2016). The task is: Predict the reactants needed to synthesize the given product. (1) Given the product [Br:1][C:2]1[CH:3]=[C:4]([C:5]([O:8][CH3:9])=[CH:6][CH:7]=1)[CH2:10][CH:11]1[CH2:12][O:13][C:17]([CH3:19])([CH3:18])[O:14]1, predict the reactants needed to synthesize it. The reactants are: [Br:1][C:2]1[CH:3]=[C:4]([CH2:10][CH:11]([OH:14])[CH2:12][OH:13])[C:5]([O:8][CH3:9])=[CH:6][CH:7]=1.CO[C:17](OC)([CH3:19])[CH3:18].O.C1(C)C=CC(S(O)(=O)=O)=CC=1. (2) Given the product [O:16]=[C:13]1[CH2:14][CH2:15][N:10]([CH2:18][CH2:19][CH2:20][C:21]([O:23][C:24]([CH3:27])([CH3:26])[CH3:25])=[O:22])[CH2:11][CH2:12]1, predict the reactants needed to synthesize it. The reactants are: C(=O)(O)[O-].[Na+].[I-].[K+].O.Cl.[NH:10]1[CH2:15][CH2:14][C:13](=[O:16])[CH2:12][CH2:11]1.Br[CH2:18][CH2:19][CH2:20][C:21]([O:23][C:24]([CH3:27])([CH3:26])[CH3:25])=[O:22].